This data is from Full USPTO retrosynthesis dataset with 1.9M reactions from patents (1976-2016). The task is: Predict the reactants needed to synthesize the given product. (1) Given the product [NH2:15][C:11]1[C:10]2[N:16]=[C:17]([CH2:26][CH3:27])[N:18]([CH2:19][CH:20]3[CH2:21][CH2:22][O:23][CH2:24][CH2:25]3)[C:9]=2[C:8]2[CH:7]=[CH:6][C:5]([CH2:4][CH2:3][CH2:2][NH:1][C:35](=[O:37])[CH3:36])=[CH:14][C:13]=2[N:12]=1, predict the reactants needed to synthesize it. The reactants are: [NH2:1][CH2:2][CH2:3][CH2:4][C:5]1[CH:6]=[CH:7][C:8]2[C:9]3[N:18]([CH2:19][CH:20]4[CH2:25][CH2:24][O:23][CH2:22][CH2:21]4)[C:17]([CH2:26][CH3:27])=[N:16][C:10]=3[C:11]([NH2:15])=[N:12][C:13]=2[CH:14]=1.C(N(CC)CC)C.[C:35](OC(=O)C)(=[O:37])[CH3:36].C(=O)([O-])[O-].[Na+].[Na+]. (2) The reactants are: CC([Si](C)(C)[O:6][C@H:7]([C:51]1[CH:52]=[N:53][CH:54]=[CH:55][CH:56]=1)[CH2:8][N:9]([CH2:17][C@H:18]1[CH2:27][CH2:26][C:25]2[C:20](=[CH:21][CH:22]=[C:23]([C:28]3[CH:43]=[CH:42][C:31]([C:32]([O:34]CC4C=CC=CC=4)=[O:33])=[C:30]([O:44][C:45]4[CH:50]=[CH:49][CH:48]=[CH:47][CH:46]=4)[CH:29]=3)[CH:24]=2)[O:19]1)C(OC(C)(C)C)=O)(C)C.Cl. Given the product [OH:6][C@H:7]([C:51]1[CH:52]=[N:53][CH:54]=[CH:55][CH:56]=1)[CH2:8][NH:9][CH2:17][C@H:18]1[CH2:27][CH2:26][C:25]2[C:20](=[CH:21][CH:22]=[C:23]([C:28]3[CH:43]=[CH:42][C:31]([C:32]([OH:34])=[O:33])=[C:30]([O:44][C:45]4[CH:46]=[CH:47][CH:48]=[CH:49][CH:50]=4)[CH:29]=3)[CH:24]=2)[O:19]1, predict the reactants needed to synthesize it. (3) Given the product [C:1]([C:5]1[CH:6]=[C:7]([NH:20][C:21](=[O:51])[NH:22][CH2:23][C:24]2[CH:50]=[CH:49][CH:48]=[CH:47][C:25]=2[CH2:26][O:27][C:28]2[CH:33]=[C:32]([CH3:34])[N:31]([C:35]3[CH:36]=[C:37]([CH:41]=[CH:42][C:43]=3[CH3:44])[C:38]([NH:53][CH3:52])=[O:39])[C:30](=[O:45])[C:29]=2[Cl:46])[N:8]([C:10]2[CH:15]=[CH:14][CH:13]=[C:12]([O:16][CH2:17][CH2:18][OH:19])[CH:11]=2)[N:9]=1)([CH3:3])([CH3:2])[CH3:4], predict the reactants needed to synthesize it. The reactants are: [C:1]([C:5]1[CH:6]=[C:7]([NH:20][C:21](=[O:51])[NH:22][CH2:23][C:24]2[CH:50]=[CH:49][CH:48]=[CH:47][C:25]=2[CH2:26][O:27][C:28]2[CH:33]=[C:32]([CH3:34])[N:31]([C:35]3[CH:36]=[C:37]([CH:41]=[CH:42][C:43]=3[CH3:44])[C:38](O)=[O:39])[C:30](=[O:45])[C:29]=2[Cl:46])[N:8]([C:10]2[CH:15]=[CH:14][CH:13]=[C:12]([O:16][CH2:17][CH2:18][OH:19])[CH:11]=2)[N:9]=1)([CH3:4])([CH3:3])[CH3:2].[CH3:52][NH2:53]. (4) Given the product [S:29]([OH:33])([OH:32])(=[O:31])=[O:30].[Cl:2][C:3]1[CH:4]=[C:5]([C:9]2[O:13][N:12]=[C:11]([C@H:14]([O:16][C:17]3[N:18]([CH3:28])[C:19]([C:22]4[CH:23]=[CH:24][N:25]=[CH:26][CH:27]=4)=[N:20][N:21]=3)[CH3:15])[CH:10]=2)[CH:6]=[CH:7][CH:8]=1, predict the reactants needed to synthesize it. The reactants are: O.[Cl:2][C:3]1[CH:4]=[C:5]([C:9]2[O:13][N:12]=[C:11]([C@H:14]([O:16][C:17]3[N:18]([CH3:28])[C:19]([C:22]4[CH:27]=[CH:26][N:25]=[CH:24][CH:23]=4)=[N:20][N:21]=3)[CH3:15])[CH:10]=2)[CH:6]=[CH:7][CH:8]=1.[S:29](=[O:33])(=[O:32])([OH:31])[OH:30].